From a dataset of Full USPTO retrosynthesis dataset with 1.9M reactions from patents (1976-2016). Predict the reactants needed to synthesize the given product. (1) Given the product [C:30]([CH2:29][C:21]1([C:24]([O-:26])=[O:25])[C:16]2[NH:17][C:18]3[CH:19]=[CH:20][C:12]([O:11][CH2:10][C:9]4[CH:35]=[CH:36][C:6]([CH:1]5[CH2:5][CH2:4][CH2:3][CH2:2]5)=[C:7]([C:37]([F:38])([F:39])[F:40])[CH:8]=4)=[CH:13][C:14]=3[C:15]=2[CH2:23][CH2:22]1)([O-:32])=[O:31].[Na+:42].[Na+:42], predict the reactants needed to synthesize it. The reactants are: [CH:1]1([C:6]2[CH:36]=[CH:35][C:9]([CH2:10][O:11][C:12]3[CH:20]=[CH:19][C:18]4[NH:17][C:16]5[C:21]([CH2:29][C:30]([O:32]CC)=[O:31])([C:24]([O:26]CC)=[O:25])[CH2:22][CH2:23][C:15]=5[C:14]=4[CH:13]=3)=[CH:8][C:7]=2[C:37]([F:40])([F:39])[F:38])[CH2:5][CH2:4][CH2:3][CH2:2]1.[OH-].[Na+:42]. (2) Given the product [NH2:1][C:4]1[CH:9]=[CH:8][N:7]=[CH:6][C:5]=1[S:11][C:12]1[CH:17]=[CH:16][CH:15]=[CH:14][CH:13]=1, predict the reactants needed to synthesize it. The reactants are: [N+:1]([C:4]1[CH:9]=[CH:8][N+:7]([O-])=[CH:6][C:5]=1[S:11][C:12]1[CH:17]=[CH:16][CH:15]=[CH:14][CH:13]=1)([O-])=O.O.[OH-].[Na+]. (3) Given the product [CH3:45][O:44][C:39]1[CH:40]=[CH:41][CH:42]=[CH:43][C:38]=1[CH2:37][O:36][CH2:35][CH2:34][CH2:33][O:32][C:29]1[CH:28]=[CH:27][C:26]([N:11]2[C@@H:12]([CH2:14][O:15][C:16]3[CH:25]=[CH:24][C:23]4[C:18](=[CH:19][CH:20]=[CH:21][CH:22]=4)[N:17]=3)[CH2:13][NH:8][CH2:9][C:10]2=[O:46])=[CH:31][CH:30]=1, predict the reactants needed to synthesize it. The reactants are: C(OC([N:8]1[CH2:13][C@H:12]([CH2:14][O:15][C:16]2[CH:25]=[CH:24][C:23]3[C:18](=[CH:19][CH:20]=[CH:21][CH:22]=3)[N:17]=2)[N:11]([C:26]2[CH:31]=[CH:30][C:29]([O:32][CH2:33][CH2:34][CH2:35][O:36][CH2:37][C:38]3[CH:43]=[CH:42][CH:41]=[CH:40][C:39]=3[O:44][CH3:45])=[CH:28][CH:27]=2)[C:10](=[O:46])[CH2:9]1)=O)(C)(C)C.C(Cl)(=O)C. (4) Given the product [Cl:35][C:32]1[CH:33]=[CH:34][C:29]([S:26]([CH:17]([C:18]2[CH:23]=[C:22]([F:24])[CH:21]=[CH:20][C:19]=2[F:25])[C:15]2[C:14]([CH3:36])=[CH:13][N:12]=[C:11]([NH2:10])[CH:16]=2)(=[O:28])=[O:27])=[CH:30][CH:31]=1, predict the reactants needed to synthesize it. The reactants are: C(O)C.C(OC(=O)[NH:10][C:11]1[CH:16]=[C:15]([CH:17]([S:26]([C:29]2[CH:34]=[CH:33][C:32]([Cl:35])=[CH:31][CH:30]=2)(=[O:28])=[O:27])[C:18]2[CH:23]=[C:22]([F:24])[CH:21]=[CH:20][C:19]=2[F:25])[C:14]([CH3:36])=[CH:13][N:12]=1)(C)(C)C.Cl.C(=O)(O)[O-].[Na+]. (5) The reactants are: Cl.[NH:2]1[CH2:7][CH2:6][CH:5]([N:8]2[C:17]3[C:12](=[CH:13][CH:14]=[CH:15][CH:16]=3)[CH2:11][CH2:10][C:9]2=[O:18])[CH2:4][CH2:3]1.Cl[C:20]1[CH:21]=[CH:22][C:23]2[N:24]([C:26]([C:29]([F:32])([F:31])[F:30])=[N:27][N:28]=2)[N:25]=1. Given the product [F:31][C:29]([F:30])([F:32])[C:26]1[N:24]2[N:25]=[C:20]([N:2]3[CH2:7][CH2:6][CH:5]([N:8]4[C:17]5[C:12](=[CH:13][CH:14]=[CH:15][CH:16]=5)[CH2:11][CH2:10][C:9]4=[O:18])[CH2:4][CH2:3]3)[CH:21]=[CH:22][C:23]2=[N:28][N:27]=1, predict the reactants needed to synthesize it. (6) Given the product [CH:22]([C:18]1[N:17]([C:6]2[CH:5]=[C:4]([CH:9]=[C:8]([C:10]3[CH:15]=[CH:14][C:13]([CH3:16])=[CH:12][N:11]=3)[CH:7]=2)[C:3]([OH:25])=[O:2])[CH:21]=[CH:20][N:19]=1)([CH3:24])[CH3:23], predict the reactants needed to synthesize it. The reactants are: C[O:2][C:3](=[O:25])[C:4]1[CH:9]=[C:8]([C:10]2[CH:15]=[CH:14][C:13]([CH3:16])=[CH:12][N:11]=2)[CH:7]=[C:6]([N:17]2[CH:21]=[CH:20][N:19]=[C:18]2[CH:22]([CH3:24])[CH3:23])[CH:5]=1.[OH-].[Na+]. (7) Given the product [F:34][C:28]1[C:29]([F:33])=[CH:30][CH:31]=[CH:32][C:27]=1[O:26][CH2:25][CH2:24][CH2:23][O:14][C:11]1[CH:10]=[CH:9][C:8]([CH:7]2[CH2:6][CH2:5][N:4]([C:15]([O:17][C:18]([CH3:21])([CH3:20])[CH3:19])=[O:16])[CH2:3][CH:2]2[OH:1])=[CH:13][CH:12]=1, predict the reactants needed to synthesize it. The reactants are: [OH:1][CH:2]1[CH:7]([C:8]2[CH:13]=[CH:12][C:11]([OH:14])=[CH:10][CH:9]=2)[CH2:6][CH2:5][N:4]([C:15]([O:17][C:18]([CH3:21])([CH3:20])[CH3:19])=[O:16])[CH2:3]1.Br[CH2:23][CH2:24][CH2:25][O:26][C:27]1[CH:32]=[CH:31][CH:30]=[C:29]([F:33])[C:28]=1[F:34]. (8) Given the product [C:32]([SiH2:31][O:30][C:29]([CH3:37])([CH3:36])[CH:13]1[CH:14]([NH:17][CH2:18][C:19]2[CH:28]=[CH:27][C:22]3[O:23][CH2:24][CH2:25][O:26][C:21]=3[CH:20]=2)[CH2:15][CH2:16][NH:11][CH2:12]1)([CH3:35])([CH3:33])[CH3:34], predict the reactants needed to synthesize it. The reactants are: C(OC([N:11]1[CH2:16][CH2:15][CH:14]([NH:17][CH2:18][C:19]2[CH:28]=[CH:27][C:22]3[O:23][CH2:24][CH2:25][O:26][C:21]=3[CH:20]=2)[CH:13]([C:29]([CH3:37])([CH3:36])[O:30][SiH2:31][C:32]([CH3:35])([CH3:34])[CH3:33])[CH2:12]1)=O)C1C=CC=CC=1. (9) Given the product [CH2:1]([N:3]([CH2:17][CH3:18])[C:4]([S:6][CH2:7][C:8]1([CH:16]=[CH:15][CH:14]=[CH:13][CH2:12]1)[C:9]([Cl:21])=[O:10])=[S:5])[CH3:2], predict the reactants needed to synthesize it. The reactants are: [CH2:1]([N:3]([CH2:17][CH3:18])[C:4]([S:6][CH2:7][C:8]1([CH:16]=[CH:15][CH:14]=[CH:13][CH2:12]1)[C:9](O)=[O:10])=[S:5])[CH3:2].S(Cl)([Cl:21])=O. (10) Given the product [Cl:1][C:2]1[CH:7]=[CH:6][C:5]([S:8]([NH:11][C:12]2[C:13]([C:19]3[N:40]([C:39]4[CH:41]=[CH:42][CH:43]=[CH:44][C:38]=4[CH3:37])[CH:34]=[N:22][N:21]=3)=[N:14][CH:15]=[C:16]([Cl:18])[CH:17]=2)(=[O:10])=[O:9])=[CH:4][C:3]=1[C:23]([F:26])([F:25])[F:24], predict the reactants needed to synthesize it. The reactants are: [Cl:1][C:2]1[CH:7]=[CH:6][C:5]([S:8]([NH:11][C:12]2[C:13]([C:19]([NH:21][NH2:22])=O)=[N:14][CH:15]=[C:16]([Cl:18])[CH:17]=2)(=[O:10])=[O:9])=[CH:4][C:3]=1[C:23]([F:26])([F:25])[F:24].COC(OC)OC.[C:34](#N)C.[CH3:37][C:38]1[CH:44]=[CH:43][CH:42]=[CH:41][C:39]=1[NH2:40].